The task is: Predict which catalyst facilitates the given reaction.. This data is from Catalyst prediction with 721,799 reactions and 888 catalyst types from USPTO. (1) Reactant: [C:1]([C:4]1[CH:5]=[C:6]([CH:10]=[C:11]([N+:13]([O-:15])=[O:14])[CH:12]=1)[C:7]([OH:9])=[O:8])(=[O:3])[CH3:2].Cl.[CH3:17]O. Product: [CH3:17][O:8][C:7](=[O:9])[C:6]1[CH:10]=[C:11]([N+:13]([O-:15])=[O:14])[CH:12]=[C:4]([C:1](=[O:3])[CH3:2])[CH:5]=1. The catalyst class is: 12. (2) Reactant: [NH2:1][C:2]1[C:7]([NH:8][C:9](=[O:14])[CH2:10][CH2:11][CH2:12]Br)=[CH:6][C:5]([Br:15])=[CH:4][N:3]=1.C(=O)([O-])[O-].[K+].[K+]. Product: [NH2:1][C:2]1[C:7]([N:8]2[CH2:12][CH2:11][CH2:10][C:9]2=[O:14])=[CH:6][C:5]([Br:15])=[CH:4][N:3]=1. The catalyst class is: 10. (3) Reactant: [CH3:1][CH:2]([C:4]1[N:8]([CH2:9][CH2:10][C@@H:11]([OH:19])[CH2:12][C@@H:13]([OH:18])[CH2:14][C:15]([O-:17])=[O:16])[C:7]([C:20]2[CH:21]=[CH:22][C:23]([F:26])=[CH:24][CH:25]=2)=[C:6]([C:27]2[CH:28]=[CH:29][CH:30]=[CH:31][CH:32]=2)[C:5]=1[C:33]([NH:35][C:36]1[CH:37]=[CH:38][CH:39]=[CH:40][CH:41]=1)=[O:34])[CH3:3].[CH3:3][CH:2]([C:4]1[N:8]([CH2:9][CH2:10][C@@H:11]([OH:19])[CH2:12][C@@H:13]([OH:18])[CH2:14][C:15]([O-:17])=[O:16])[C:7]([C:20]2[CH:25]=[CH:24][C:23]([F:26])=[CH:22][CH:21]=2)=[C:6]([C:27]2[CH:32]=[CH:31][CH:30]=[CH:29][CH:28]=2)[C:5]=1[C:33]([NH:35][C:36]1[CH:41]=[CH:40][CH:39]=[CH:38][CH:37]=1)=[O:34])[CH3:1].[Ca+2].O.C(#N)C. Product: [CH3:3][CH:2]([C:4]1[N:8]([CH2:9][CH2:10][C@@H:11]([OH:19])[CH2:12][C@@H:13]([OH:18])[CH2:14][C:15]([OH:17])=[O:16])[C:7]([C:20]2[CH:25]=[CH:24][C:23]([F:26])=[CH:22][CH:21]=2)=[C:6]([C:27]2[CH:32]=[CH:31][CH:30]=[CH:29][CH:28]=2)[C:5]=1[C:33]([NH:35][C:36]1[CH:41]=[CH:40][CH:39]=[CH:38][CH:37]=1)=[O:34])[CH3:1]. The catalyst class is: 9.